Task: Regression. Given a peptide amino acid sequence and an MHC pseudo amino acid sequence, predict their binding affinity value. This is MHC class I binding data.. Dataset: Peptide-MHC class I binding affinity with 185,985 pairs from IEDB/IMGT (1) The peptide sequence is LQRNWSYGF. The MHC is HLA-A11:01 with pseudo-sequence HLA-A11:01. The binding affinity (normalized) is 0.0847. (2) The peptide sequence is KAGYITDRGK. The MHC is Mamu-B8301 with pseudo-sequence Mamu-B8301. The binding affinity (normalized) is 0.448. (3) The peptide sequence is LVKSAWLSL. The MHC is HLA-B46:01 with pseudo-sequence HLA-B46:01. The binding affinity (normalized) is 0.0847. (4) The peptide sequence is RTLASGLIY. The MHC is HLA-A11:01 with pseudo-sequence HLA-A11:01. The binding affinity (normalized) is 0.610. (5) The peptide sequence is FWAWSVLRV. The MHC is HLA-A26:01 with pseudo-sequence HLA-A26:01. The binding affinity (normalized) is 0.0847.